From a dataset of Forward reaction prediction with 1.9M reactions from USPTO patents (1976-2016). Predict the product of the given reaction. (1) The product is: [Br:23][CH2:12][C:6]1[C:5]([C:13]2[CH:18]=[CH:17][CH:16]=[CH:15][C:14]=2[C:19]([F:22])([F:20])[F:21])=[N:4][C:3]2[C:8](=[CH:9][CH:10]=[CH:11][C:2]=2[Cl:1])[N:7]=1. Given the reactants [Cl:1][C:2]1[CH:11]=[CH:10][CH:9]=[C:8]2[C:3]=1[N:4]=[C:5]([C:13]1[CH:18]=[CH:17][CH:16]=[CH:15][C:14]=1[C:19]([F:22])([F:21])[F:20])[C:6]([CH3:12])=[N:7]2.[Br:23]N1C(C)(C)C(=O)N(Br)C1=O.C(Cl)(Cl)(Cl)Cl.C(OOC(=O)C1C=CC=CC=1)(=O)C1C=CC=CC=1, predict the reaction product. (2) Given the reactants Cl[C:2]1[N:7]=[N:6][C:5]([C:8]#[N:9])=[CH:4][CH:3]=1.[C:10](#[N:12])[CH3:11].C(Br)[C:14]1[CH:19]=[CH:18]C=[CH:16][CH:15]=1.CCN(C(C)C)C(C)C, predict the reaction product. The product is: [CH2:10]([NH:12][C:2]1[N:7]=[N:6][C:5]([C:8]#[N:9])=[CH:4][CH:3]=1)[C:11]1[CH:18]=[CH:19][CH:14]=[CH:15][CH:16]=1.